The task is: Predict the reactants needed to synthesize the given product.. This data is from Full USPTO retrosynthesis dataset with 1.9M reactions from patents (1976-2016). Given the product [CH2:39]([O:38][C:32]1[CH:31]=[C:30]2[C:35]([C:26]([O:25][C:22]3[CH:23]=[CH:24][C:19]([NH:18][C:17]([NH:4][CH:1]4[CH2:3][CH2:2]4)=[O:16])=[C:20]([CH3:47])[C:21]=3[CH3:46])=[CH:27][CH:28]=[N:29]2)=[CH:34][C:33]=1[C:36]#[N:37])[C:40]1[CH:45]=[CH:44][CH:43]=[CH:42][CH:41]=1, predict the reactants needed to synthesize it. The reactants are: [CH:1]1([NH2:4])[CH2:3][CH2:2]1.CN(C)C=O.C1([O:16][C:17](=O)[NH:18][C:19]2[CH:24]=[CH:23][C:22]([O:25][C:26]3[C:35]4[C:30](=[CH:31][C:32]([O:38][CH2:39][C:40]5[CH:45]=[CH:44][CH:43]=[CH:42][CH:41]=5)=[C:33]([C:36]#[N:37])[CH:34]=4)[N:29]=[CH:28][CH:27]=3)=[C:21]([CH3:46])[C:20]=2[CH3:47])C=CC=CC=1.O.